Task: Predict the reaction yield, written as a fraction of the theoretical maximum amount of product (1.0 means a 100% yield; for example, 0.34 means a 34% yield).. Dataset: Reaction yield outcomes from USPTO patents with 853,638 reactions (1) The reactants are O=[C:2]1[C:11]2[C:10]([C:12]([O:14]C)=O)=[CH:9][CH:8]=[CH:7][C:6]=2[NH:5][CH:4]([C:16]2[CH:21]=[CH:20][N:19]=[CH:18][CH:17]=2)[CH:3]1[C:22]1[CH:27]=[CH:26][N:25]=[CH:24][CH:23]=1.O=C1C2C(C(OCC)=O)=CC=CC=2NC(C2C=CN=CC=2)C1C1C=CN=CC=1.O.[NH2:57][NH2:58]. No catalyst specified. The product is [N:19]1[CH:20]=[CH:21][C:16]([CH:4]2[NH:5][C:6]3[C:11]4[C:2](=[N:57][NH:58][C:12](=[O:14])[C:10]=4[CH:9]=[CH:8][CH:7]=3)[CH:3]2[C:22]2[CH:23]=[CH:24][N:25]=[CH:26][CH:27]=2)=[CH:17][CH:18]=1. The yield is 0.680. (2) The reactants are [Cl:1][C:2]1[CH:10]=[C:9]([Cl:11])[CH:8]=[CH:7][C:3]=1[C:4]([OH:6])=O.CN(C(ON1N=NC2C=CC=CC1=2)=[N+](C)C)C.[B-](F)(F)(F)F.CN1CCOCC1.[N:41]1([CH2:45][C@@H:46]([NH:50][CH3:51])[CH2:47][CH2:48][CH3:49])[CH2:44][CH2:43][CH2:42]1. The catalyst is CN(C=O)C. The product is [N:41]1([CH2:45][C@@H:46]([N:50]([CH3:51])[C:4](=[O:6])[C:3]2[CH:7]=[CH:8][C:9]([Cl:11])=[CH:10][C:2]=2[Cl:1])[CH2:47][CH2:48][CH3:49])[CH2:44][CH2:43][CH2:42]1. The yield is 0.620. (3) The reactants are O[CH2:2][C:3]([C:5]1[CH:10]=[CH:9][CH:8]=[CH:7][CH:6]=1)=[O:4].[CH3:11][C:12]1N=CS[C:16]=1C=O.O(C)[Na].[CH2:22]1[CH2:26]O[CH2:24][CH2:23]1. No catalyst specified. The product is [C:22]1([CH:26]=[CH:2][C:3]([C:5]2[CH:10]=[CH:9][CH:8]=[CH:7][CH:6]=2)=[O:4])[CH:16]=[CH:12][CH:11]=[CH:24][CH:23]=1. The yield is 0.520. (4) The catalyst is C(Cl)Cl. The product is [NH2:42][CH:39]1[CH2:38][CH2:37][N:36]([C:33]2[N:34]=[CH:35][C:30]([C:16]3[CH:17]=[C:18]([N:21]([CH2:28][CH3:29])[CH:22]4[CH2:23][CH2:24][O:25][CH2:26][CH2:27]4)[C:19]([CH3:20])=[C:14]([CH:15]=3)[C:12]([NH:11][CH2:10][C:3]3[C:4](=[O:9])[NH:5][C:6]([CH3:8])=[CH:7][C:2]=3[CH3:1])=[O:13])=[CH:31][CH:32]=2)[CH2:41][CH2:40]1. The reactants are [CH3:1][C:2]1[CH:7]=[C:6]([CH3:8])[NH:5][C:4](=[O:9])[C:3]=1[CH2:10][NH:11][C:12]([C:14]1[CH:15]=[C:16]([C:30]2[CH:31]=[CH:32][C:33]([N:36]3[CH2:41][CH2:40][CH:39]([NH:42]C(=O)OC(C)(C)C)[CH2:38][CH2:37]3)=[N:34][CH:35]=2)[CH:17]=[C:18]([N:21]([CH2:28][CH3:29])[CH:22]2[CH2:27][CH2:26][O:25][CH2:24][CH2:23]2)[C:19]=1[CH3:20])=[O:13].C(O)(C(F)(F)F)=O. The yield is 0.906. (5) The reactants are [F:1][C:2]([F:29])([F:28])[C:3]1[CH:4]=[C:5]([CH:21]=[C:22]([C:24]([F:27])([F:26])[F:25])[CH:23]=1)[CH2:6][N:7]1[C:11]([C:12]2[CH:17]=[CH:16][CH:15]=[CH:14][CH:13]=2)=[C:10]([C:18](O)=[O:19])[N:9]=[N:8]1.C(Cl)(=O)C(Cl)=O.N1C=CC=CC=1.[Cl:42][C:43]1[CH:48]=[CH:47][CH:46]=[CH:45][C:44]=1[C:49]1[CH2:50][CH2:51][CH2:52][N:53]=1.ClC1C(=O)C(C#N)=C(C#N)C(=O)C=1Cl. The catalyst is ClCCl.CN(C)C=O.CN(C)C1C=CN=CC=1.C(OCC)(=O)C.O1CCOCC1. The product is [F:26][C:24]([F:27])([F:25])[C:22]1[CH:21]=[C:5]([CH:4]=[C:3]([C:2]([F:29])([F:28])[F:1])[CH:23]=1)[CH2:6][N:7]1[C:11]([C:12]2[CH:17]=[CH:16][CH:15]=[CH:14][CH:13]=2)=[C:10]([C:18]([N:53]2[CH:52]=[CH:51][CH:50]=[C:49]2[C:44]2[CH:45]=[CH:46][CH:47]=[CH:48][C:43]=2[Cl:42])=[O:19])[N:9]=[N:8]1. The yield is 0.110.